Dataset: Experimentally validated miRNA-target interactions with 360,000+ pairs, plus equal number of negative samples. Task: Binary Classification. Given a miRNA mature sequence and a target amino acid sequence, predict their likelihood of interaction. (1) The miRNA is hsa-miR-6803-5p with sequence CUGGGGGUGGGGGGCUGGGCGU. The protein sequence of the target gene is MATVGEWSCVRCTFLNPAGQRQCSICEAPRHKPDLNHILRLSVEEQKWPCARCTFRNFLGKEACEVCGFTPEPAPGAAFLPVLNGVLPKPPAILGEPKGSCQEEAGPVRTAGLVATEPARGQCEDKDEEEKEEQEEEEGAAEPRGGWACPRCTLHNTPVASSCSVCGGPRRLSLPRIPPEALVVPEVVAPAGFHVVPAAPPPGLPGEGAEANPPATSQGPAAEPEPPRVPPFSPFSSTLQNNPVPRSRREVPPQLQPPVPEAAQPSPSAGCRGAPQGSGWAGASRLAELLSGKRLSVLEE.... Result: 1 (interaction). (2) The protein sequence of the target gene is MGNTTTKFRKALINGDENLACQIYENNPQLKESLDPNISYGEPYQHNTPLHYAARHGMNRILGTFLFGRDGNPNKRNVHNETSMHLLCMGPQIMISEGTLHPRLARPVEDDFRRADCLQMILQWKGAKLDQGEYERAAIDAVDNKKNTPLHYAAASGMKACVELLVKHGGDLFAENENRDTPCDCAEKQQHKDLALSLESQMVFSRDPEAEEIEAEYAALDKREPYEGLRPQDLRRLKDMLIVETADMLQAPLFTAEALLRAHDWDREKLLEAWMSNPENCCQRSGVQMPTPPPSGYNAW.... The miRNA is hsa-miR-578 with sequence CUUCUUGUGCUCUAGGAUUGU. Result: 0 (no interaction). (3) The miRNA is hsa-miR-193b-3p with sequence AACUGGCCCUCAAAGUCCCGCU. The protein sequence of the target gene is MKDSLVLLGRVPAHPDSRCWFLAWNPAGTLLASCGGDRRIRIWGTEGDSWICKSVLSEGHQRTVRKVAWSPCGNYLASASFDATTCIWKKNQDDFECVTTLEGHENEVKSVAWAPSGNLLATCSRDKSVWVWEVDEEDEYECVSVLNSHTQDVKHVVWHPSQELLASASYDDTVKLYREEEDDWVCCATLEGHESTVWSLAFDPSGQRLASCSDDRTVRIWRQYLPGNEQGVACSGSDPSWKCICTLSGFHSRTIYDIAWCQLTGALATACGDDAIRVFQEDPNSDPQQPTFSLTAHLHQ.... Result: 1 (interaction). (4) The miRNA is rno-miR-145-5p with sequence GUCCAGUUUUCCCAGGAAUCCCU. The protein sequence of the target gene is MSPENQSSVSEFLLLGLPIRPEQQAVFFTLFLGMYLTTVLGNLLIMLLIQLDSHLHTPMYFFLSHLALTDISFSSVTVPKMLMDMRTKYKSILYEECISQMYFFIFFTDLDSFLITSMAYDRYVAICHPLHYTVIMREELCVFLVAVSWILSCASSLSHTLLLTRLSFCAANTIPHVFCDLAALLKLSCSDIFLNELVMFTVGVVVITLPFMCILVSYGYIGATILRVPSTKGIHKALSTCGSHLSVVSLYYGSIFGQYLFPTVSSSIDKDVIVALMYTVVTPMLNPFIYSLRNRDMKEA.... Result: 0 (no interaction). (5) The miRNA is hsa-miR-181b-2-3p with sequence CUCACUGAUCAAUGAAUGCA. The protein sequence of the target gene is MRSSLAPGVWFFRAFSRDSWFRGLILLLTFLIYACYHMSRKPISIVKSRLHQNCSEQIKPINDTHSLNDTMWCSWAPFDKDNYKELLGGVDNAFLIAYAIGMFISGVFGERLPLRYYLSAGMLLSGLFTSLFGLGYFWNIHELWYFVVIQVCNGLVQTTGWPSVVTCVGNWFGKGKRGFIMGIWNSHTSVGNILGSLIAGIWVNGQWGLSFIVPGIITAVMGVITFLFLIEHPEDVDCAPPQHHGEPAENQDNPEDPGNSPCSIRESGLETVAKCSKGPCEEPAAISFFGALRIPGVVEF.... Result: 1 (interaction). (6) The miRNA is hsa-miR-148b-3p with sequence UCAGUGCAUCACAGAACUUUGU. The protein sequence of the target gene is MKVIFLRQLKTRGMERKCSRRPGLGPPTLYTFLLGIIFITLSSSRILLVKYSANEENKYDYLPTTVNVCSELMKLILCILVSLCVIKKEDHQSRHLRCTSWKEFSSFMKWSIPAFLYFLDNLIVFYVLSYLQPAMAVIFSNFSIITTALLFRIVLKRHLNWIQWASLLILFLSIVALTASTKTSQHELAGHGFHHDAFFTPSNSCLHFRRDCSLRDNCTSKEWTFSEVQWNTTARVFSHIRLGLGHVLIIVQCFISSMANIYNEKILKEGTQLTESIFIQNSKLYFFGIVFNGLTLVLQS.... Result: 0 (no interaction).